Dataset: Forward reaction prediction with 1.9M reactions from USPTO patents (1976-2016). Task: Predict the product of the given reaction. (1) Given the reactants [Br:1][C:2]1[CH:3]=[CH:4][C:5]([CH3:16])=[C:6]([C:8]2[C:9]([OH:15])=[CH:10][CH:11]=[CH:12][C:13]=2[Cl:14])[CH:7]=1.[CH3:17][C@@H:18](O)[CH2:19][CH:20]=[CH2:21].C1C=CC(P(C2C=CC=CC=2)C2C=CC=CC=2)=CC=1.CCOC(/N=N/C(OCC)=O)=O, predict the reaction product. The product is: [Br:1][C:2]1[CH:3]=[CH:4][C:5]([CH3:16])=[C:6]([C:8]2[C:9]([O:15][C@H:20]([CH2:19][CH:18]=[CH2:17])[CH3:21])=[CH:10][CH:11]=[CH:12][C:13]=2[Cl:14])[CH:7]=1. (2) Given the reactants [C:1]1([CH3:15])[CH:6]=[CH:5][CH:4]=[C:3]([C:7]2[O:11][CH:10]=[N:9][C:8]=2[C:12]([OH:14])=O)[CH:2]=1.CN(C(O[N:24]1[N:32]=[N:31][C:26]2C=CC=[CH:30][C:25]1=2)=[N+](C)C)C.[B-](F)(F)(F)F.CCN(C(C)C)C(C)C.[CH3:47][O:48][CH:49]([O:58][CH3:59])[CH2:50]CN1C=C(N)C=N1, predict the reaction product. The product is: [CH3:47][O:48][CH:49]([O:58][CH3:59])[CH2:50][N:31]1[CH:26]=[C:25]([NH:24][C:12]([C:8]2[N:9]=[CH:10][O:11][C:7]=2[C:3]2[CH:2]=[C:1]([CH3:15])[CH:6]=[CH:5][CH:4]=2)=[O:14])[CH:30]=[N:32]1. (3) Given the reactants [C:1]1(=[O:11])[C:10]2[C:5](=[CH:6][CH:7]=[CH:8][CH:9]=2)[CH2:4][CH2:3][CH2:2]1.[CH:12](=O)[C:13]1[CH:18]=[CH:17][CH:16]=[CH:15][CH:14]=1.[OH-].[K+], predict the reaction product. The product is: [CH:12](=[C:2]1[CH2:3][CH2:4][C:5]2[C:10](=[CH:9][CH:8]=[CH:7][CH:6]=2)[C:1]1=[O:11])[C:13]1[CH:18]=[CH:17][CH:16]=[CH:15][CH:14]=1. (4) Given the reactants [N:1]([C:4]1[CH:9]=[CH:8][CH:7]=[CH:6][C:5]=1[O:10][C:11]1[CH:16]=[CH:15][CH:14]=[CH:13][CH:12]=1)=[C:2]=[O:3].[CH3:17][CH:18]([CH3:41])[CH:19]([NH:24][C:25]([C:27]1[S:28][C:29]([C:32]2[CH:37]=[CH:36][C:35]([N+:38]([O-])=O)=[CH:34][CH:33]=2)=[CH:30][N:31]=1)=[O:26])[C:20]([O:22][CH3:23])=[O:21], predict the reaction product. The product is: [CH3:17][CH:18]([CH3:41])[CH:19]([NH:24][C:25]([C:27]1[S:28][C:29]([C:32]2[CH:37]=[CH:36][C:35]([NH:38][C:2]([NH:1][C:4]3[CH:9]=[CH:8][CH:7]=[CH:6][C:5]=3[O:10][C:11]3[CH:16]=[CH:15][CH:14]=[CH:13][CH:12]=3)=[O:3])=[CH:34][CH:33]=2)=[CH:30][N:31]=1)=[O:26])[C:20]([O:22][CH3:23])=[O:21]. (5) Given the reactants [C:1]([C:3]1[C:4]2[S:12][C:11](Br)=[CH:10][C:5]=2[C:6](=[O:9])[NH:7][CH:8]=1)#[N:2].[C:14]([C:18]1[CH:23]=[CH:22][C:21](B(O)O)=[CH:20][CH:19]=1)([CH3:17])([CH3:16])[CH3:15].C(=O)([O-])[O-].[K+].[K+].ClCCl, predict the reaction product. The product is: [C:1]([C:3]1[C:4]2[S:12][C:11]([C:21]3[CH:22]=[CH:23][C:18]([C:14]([CH3:17])([CH3:16])[CH3:15])=[CH:19][CH:20]=3)=[CH:10][C:5]=2[C:6](=[O:9])[NH:7][CH:8]=1)#[N:2]. (6) Given the reactants S(Cl)(Cl)=O.[C:5]([OH:17])(=O)[CH2:6][C:7]1[CH:15]=[CH:14][C:12]([OH:13])=[C:9]([O:10][CH3:11])[CH:8]=1.[CH3:18][C:19]1[CH:20]=[C:21]([CH2:26][CH2:27][CH2:28][NH2:29])[CH:22]=[CH:23][C:24]=1[CH3:25].C(N(CC)CC)C, predict the reaction product. The product is: [CH3:18][C:19]1[CH:20]=[C:21]([CH2:26][CH2:27][CH2:28][NH:29][C:5](=[O:17])[CH2:6][C:7]2[CH:15]=[CH:14][C:12]([OH:13])=[C:9]([O:10][CH3:11])[CH:8]=2)[CH:22]=[CH:23][C:24]=1[CH3:25].